This data is from Reaction yield outcomes from USPTO patents with 853,638 reactions. The task is: Predict the reaction yield, written as a fraction of the theoretical maximum amount of product (1.0 means a 100% yield; for example, 0.34 means a 34% yield). (1) The reactants are [H-].[Na+].[CH3:3][C:4]1[CH:5]=[N:6][NH:7][CH:8]=1.Cl[CH2:10][C:11]1[CH:16]=[CH:15][C:14]([N:17]2[C:25]3[CH2:24][CH2:23][CH2:22][CH2:21][C:20]=3[C:19]([C:26]([F:29])([F:28])[F:27])=[N:18]2)=[CH:13][CH:12]=1. The catalyst is CN(C=O)C. The product is [CH3:3][C:4]1[CH:5]=[N:6][N:7]([CH2:10][C:11]2[CH:16]=[CH:15][C:14]([N:17]3[C:25]4[CH2:24][CH2:23][CH2:22][CH2:21][C:20]=4[C:19]([C:26]([F:29])([F:27])[F:28])=[N:18]3)=[CH:13][CH:12]=2)[CH:8]=1. The yield is 0.600. (2) The yield is 0.770. The catalyst is C(Cl)Cl. The reactants are C(N(CC)CC)C.[C:8](Cl)(=[O:13])[C:9]([CH3:12])([CH3:11])[CH3:10].[CH2:15]([O:22][C:23]1[C:24]([CH3:32])=[C:25]([CH3:31])[C:26]([NH2:30])=[N:27][C:28]=1[CH3:29])[C:16]1[CH:21]=[CH:20][CH:19]=[CH:18][CH:17]=1. The product is [CH2:15]([O:22][C:23]1[C:24]([CH3:32])=[C:25]([CH3:31])[C:26]([NH:30][C:8](=[O:13])[C:9]([CH3:12])([CH3:11])[CH3:10])=[N:27][C:28]=1[CH3:29])[C:16]1[CH:17]=[CH:18][CH:19]=[CH:20][CH:21]=1. (3) The reactants are [C:1]([Si:5]([CH3:22])([CH3:21])[O:6][C:7]1[CH:12]=[CH:11][C:10]([NH:13][C:14]2[CH:19]=[CH:18][C:17]([CH3:20])=[CH:16][CH:15]=2)=[CH:9][CH:8]=1)([CH3:4])([CH3:3])[CH3:2].[Br:23][C:24]1[CH:29]=[CH:28][C:27](I)=[CH:26][CH:25]=1.CC(C)([O-])C.[Na+]. The catalyst is C1(C)C=CC=CC=1.C1C=CC(/C=C/C(/C=C/C2C=CC=CC=2)=O)=CC=1.C1C=CC(/C=C/C(/C=C/C2C=CC=CC=2)=O)=CC=1.C1C=CC(/C=C/C(/C=C/C2C=CC=CC=2)=O)=CC=1.[Pd].[Pd].C1C=CC(P(C2C=CC3C(=CC=CC=3)C=2C2C3C(=CC=CC=3)C=CC=2P(C2C=CC=CC=2)C2C=CC=CC=2)C2C=CC=CC=2)=CC=1. The product is [Br:23][C:24]1[CH:29]=[CH:28][C:27]([N:13]([C:10]2[CH:11]=[CH:12][C:7]([O:6][Si:5]([C:1]([CH3:4])([CH3:3])[CH3:2])([CH3:22])[CH3:21])=[CH:8][CH:9]=2)[C:14]2[CH:15]=[CH:16][C:17]([CH3:20])=[CH:18][CH:19]=2)=[CH:26][CH:25]=1. The yield is 0.520. (4) The reactants are [CH3:1][CH:2]1[CH2:6][C:5]2[C:7]([CH3:19])=[C:8]([N:13]3[CH2:18][CH2:17][NH:16][CH2:15][CH2:14]3)[C:9]([CH3:12])=[C:10]([CH3:11])[C:4]=2[O:3]1.I[C:21]1[CH:26]=[CH:25][C:24]([CH3:27])=[CH:23][CH:22]=1. No catalyst specified. The product is [CH3:27][C:24]1[CH:25]=[CH:26][C:21]([N:16]2[CH2:15][CH2:14][N:13]([C:8]3[C:9]([CH3:12])=[C:10]([CH3:11])[C:4]4[O:3][CH:2]([CH3:1])[CH2:6][C:5]=4[C:7]=3[CH3:19])[CH2:18][CH2:17]2)=[CH:22][CH:23]=1. The yield is 0.330. (5) The reactants are O[C:2]1[N:7]2[N:8]=[C:9]([CH2:11][CH2:12][CH3:13])[CH:10]=[C:6]2[N:5]=[C:4]([CH3:14])[C:3]=1[CH2:15][C:16]([O:18][CH3:19])=[O:17].P(Cl)(Cl)([Cl:22])=O.CN(C)C1C=CC=CC=1. No catalyst specified. The product is [Cl:22][C:2]1[N:7]2[N:8]=[C:9]([CH2:11][CH2:12][CH3:13])[CH:10]=[C:6]2[N:5]=[C:4]([CH3:14])[C:3]=1[CH2:15][C:16]([O:18][CH3:19])=[O:17]. The yield is 0.300.